Task: Regression. Given a peptide amino acid sequence and an MHC pseudo amino acid sequence, predict their binding affinity value. This is MHC class I binding data.. Dataset: Peptide-MHC class I binding affinity with 185,985 pairs from IEDB/IMGT (1) The peptide sequence is RARKRGITL. The MHC is HLA-A02:03 with pseudo-sequence HLA-A02:03. The binding affinity (normalized) is 0.0847. (2) The peptide sequence is VHQIFGSAY. The MHC is HLA-A30:02 with pseudo-sequence HLA-A30:02. The binding affinity (normalized) is 0.149. (3) The peptide sequence is AVYLLDGLR. The MHC is HLA-A26:02 with pseudo-sequence HLA-A26:02. The binding affinity (normalized) is 0.0847. (4) The peptide sequence is TVFRNQNRV. The MHC is HLA-A02:19 with pseudo-sequence HLA-A02:19. The binding affinity (normalized) is 0.0847. (5) The peptide sequence is YTTDVNQLY. The MHC is HLA-A01:01 with pseudo-sequence HLA-A01:01. The binding affinity (normalized) is 0.834. (6) The peptide sequence is SLNITTLRAV. The MHC is HLA-A29:02 with pseudo-sequence HLA-A29:02. The binding affinity (normalized) is 0. (7) The peptide sequence is SPREECGVF. The MHC is HLA-B08:02 with pseudo-sequence HLA-B08:02. The binding affinity (normalized) is 0.0847. (8) The peptide sequence is MMNITRLEV. The binding affinity (normalized) is 0.895. The MHC is HLA-A02:03 with pseudo-sequence HLA-A02:03. (9) The peptide sequence is RTYIYWHGR. The MHC is HLA-A11:01 with pseudo-sequence HLA-A11:01. The binding affinity (normalized) is 0.695.